From a dataset of Catalyst prediction with 721,799 reactions and 888 catalyst types from USPTO. Predict which catalyst facilitates the given reaction. (1) Reactant: [CH2:1]([O:8][C:9]1[CH:14]=[CH:13][C:12]([CH2:15][C@H:16]([NH:20][C:21]([O:23][C:24]([CH3:27])([CH3:26])[CH3:25])=[O:22])[C:17]([OH:19])=O)=[CH:11][CH:10]=1)C1C=CC=CC=1.[CH2:28](Cl)[CH2:29]Cl.[CH:32]1[CH:37]=NC2N(O)N=N[C:34]=2[CH:33]=1.[C@H:42]1([NH:52][C:53]([C@@H:55]2[CH2:64][C:63]3[C:58](=[CH:59][CH:60]=[CH:61][CH:62]=3)[CH2:57][NH:56]2)=[O:54])[C:51]2[C:46](=[CH:47][CH:48]=[CH:49][CH:50]=2)[CH2:45][CH2:44][CH2:43]1.CN1CCOCC1.C([O-])(O)=O.[Na+]. Product: [CH2:1]([O:8][C:9]1[CH:14]=[CH:13][C:12]([CH2:15][C@H:16]([NH:20][C:21](=[O:22])[O:23][C:24]([CH3:25])([CH3:27])[CH3:26])[C:17](=[O:19])[N:56]2[C@H:55]([C:53](=[O:54])[NH:52][C@H:42]3[C:51]4[C:46](=[CH:47][CH:48]=[CH:49][CH:50]=4)[CH2:45][CH2:44][CH2:43]3)[CH2:64][C:63]3[C:58](=[CH:59][CH:60]=[CH:61][CH:62]=3)[CH2:57]2)=[CH:11][CH:10]=1)[C:29]1[CH:28]=[CH:34][CH:33]=[CH:32][CH:37]=1. The catalyst class is: 31. (2) Reactant: [N+:1]([C:4]1[CH:5]=[N:6][N:7]([CH2:9][CH2:10][N:11]2[CH2:16][CH2:15][O:14][CH2:13][CH2:12]2)[CH:8]=1)([O-])=O.[H][H]. Product: [N:11]1([CH2:10][CH2:9][N:7]2[CH:8]=[C:4]([NH2:1])[CH:5]=[N:6]2)[CH2:16][CH2:15][O:14][CH2:13][CH2:12]1. The catalyst class is: 50. (3) Reactant: [NH2:1][C:2]1[CH:3]=[C:4]([CH2:8][OH:9])[CH:5]=[N:6][CH:7]=1.N1C=CN=C1.[C:15]([Si:19]([CH3:22])([CH3:21])Cl)([CH3:18])([CH3:17])[CH3:16]. Product: [Si:19]([O:9][CH2:8][C:4]1[CH:3]=[C:2]([NH2:1])[CH:7]=[N:6][CH:5]=1)([C:15]([CH3:18])([CH3:17])[CH3:16])([CH3:22])[CH3:21]. The catalyst class is: 42. (4) Reactant: [ClH:1].FC(F)(F)C(O)=O.[CH2:9]([N:11]([CH2:64][CH3:65])[CH2:12][CH2:13][NH:14][C:15]([C:17]1[CH:18]=[CH:19][C:20]([CH3:63])=[C:21]([C:23]2[CH:28]=[CH:27][C:26]([CH2:29][C@H:30]([NH:45][C:46]([C@H:48]3[CH2:53][CH2:52][C@H:51]([CH2:54][NH:55]C(=O)OC(C)(C)C)[CH2:50][CH2:49]3)=[O:47])[C:31](=[O:44])[NH:32][C:33]3[CH:38]=[CH:37][C:36]([C:39]4[N:40]=[N:41][NH:42][N:43]=4)=[CH:35][CH:34]=3)=[CH:25][CH:24]=2)[CH:22]=1)=[O:16])[CH3:10]. Product: [ClH:1].[NH2:55][CH2:54][C@H:51]1[CH2:52][CH2:53][C@H:48]([C:46]([NH:45][C@H:30]([C:31](=[O:44])[NH:32][C:33]2[CH:38]=[CH:37][C:36]([C:39]3[N:40]=[N:41][NH:42][N:43]=3)=[CH:35][CH:34]=2)[CH2:29][C:26]2[CH:25]=[CH:24][C:23]([C:21]3[C:20]([CH3:63])=[CH:19][CH:18]=[C:17]([C:15]([NH:14][CH2:13][CH2:12][N:11]([CH2:64][CH3:65])[CH2:9][CH3:10])=[O:16])[CH:22]=3)=[CH:28][CH:27]=2)=[O:47])[CH2:49][CH2:50]1. The catalyst class is: 12.